Dataset: Full USPTO retrosynthesis dataset with 1.9M reactions from patents (1976-2016). Task: Predict the reactants needed to synthesize the given product. (1) The reactants are: [I:1][C:2]1[N:3]=[C:4]([C@@H:8]2[CH2:13][C@@H:12]3[C@@H:10]([CH2:11]3)[N:9]2[C:14]([O:16][C:17]([CH3:20])([CH3:19])[CH3:18])=[O:15])[NH:5][C:6]=1I.S([O-])([O-])=O.[Na+].[Na+]. Given the product [I:1][C:2]1[N:3]=[C:4]([C@@H:8]2[CH2:13][C@@H:12]3[C@@H:10]([CH2:11]3)[N:9]2[C:14]([O:16][C:17]([CH3:20])([CH3:19])[CH3:18])=[O:15])[NH:5][CH:6]=1.[NH:3]1[CH:2]=[CH:6][N:5]=[C:4]1[C@@H:8]1[CH2:13][C@@H:12]2[C@@H:10]([CH2:11]2)[N:9]1[C:14]([O:16][C:17]([CH3:20])([CH3:19])[CH3:18])=[O:15], predict the reactants needed to synthesize it. (2) The reactants are: [C:1]([O:5][C:6]([N:8]1[CH2:14][CH2:13][C:12]2[CH:15]=[C:16]([N:32]([CH3:34])[CH3:33])[C:17]([NH:19][S:20]([C:23]3[CH:28]=[CH:27][C:26]([C:29]([OH:31])=O)=[CH:25][CH:24]=3)(=[O:22])=[O:21])=[CH:18][C:11]=2[CH2:10][CH2:9]1)=[O:7])([CH3:4])([CH3:3])[CH3:2].[Cl:35][C:36]1[CH:43]=[CH:42][C:39]([NH:40][CH3:41])=[CH:38][CH:37]=1.Cl.C(N=C=NCCCN(C)C)C.ON1C2C=CC=CC=2N=N1.C(N(CC)CC)C.[Cl-].[NH4+]. Given the product [C:1]([O:5][C:6]([N:8]1[CH2:14][CH2:13][C:12]2[CH:15]=[C:16]([N:32]([CH3:34])[CH3:33])[C:17]([NH:19][S:20]([C:23]3[CH:24]=[CH:25][C:26]([C:29](=[O:31])[N:40]([C:39]4[CH:42]=[CH:43][C:36]([Cl:35])=[CH:37][CH:38]=4)[CH3:41])=[CH:27][CH:28]=3)(=[O:21])=[O:22])=[CH:18][C:11]=2[CH2:10][CH2:9]1)=[O:7])([CH3:2])([CH3:4])[CH3:3], predict the reactants needed to synthesize it. (3) Given the product [CH:39]1([CH2:38][N:13]2[C:12]3[CH:42]=[CH:43][C:9]([C:6]4[CH:7]=[CH:8][C:3]([C:1]#[N:2])=[CH:4][CH:5]=4)=[CH:10][C:11]=3[N:15]=[C:14]2[CH2:16][O:17][CH2:18][C:19]2([C:32]3[CH:37]=[CH:36][CH:35]=[CH:34][CH:33]=3)[CH2:24][CH2:23][N:22]([CH3:25])[CH2:21][CH2:20]2)[CH2:41][CH2:40]1, predict the reactants needed to synthesize it. The reactants are: [C:1]([C:3]1[CH:8]=[CH:7][C:6]([C:9]2[CH:43]=[CH:42][C:12]3[N:13]([CH2:38][CH:39]4[CH2:41][CH2:40]4)[C:14]([CH2:16][O:17][CH2:18][C:19]4([C:32]5[CH:37]=[CH:36][CH:35]=[CH:34][CH:33]=5)[CH2:24][CH2:23][N:22]([C:25](OC(C)(C)C)=O)[CH2:21][CH2:20]4)=[N:15][C:11]=3[CH:10]=2)=[CH:5][CH:4]=1)#[N:2].C=O.C(O)=O. (4) Given the product [Br:1][C:2]1[CH:3]=[CH:4][C:5]([Cl:20])=[C:6]([CH2:7][C:8]2[CH:9]=[CH:10][C:11]([O:12][CH2:13][CH:14]([O:16][CH:21]([O:23][CH2:24][CH3:25])[CH3:22])[CH3:15])=[CH:17][CH:18]=2)[CH:19]=1, predict the reactants needed to synthesize it. The reactants are: [Br:1][C:2]1[CH:3]=[CH:4][C:5]([Cl:20])=[C:6]([CH:19]=1)[CH2:7][C:8]1[CH:18]=[CH:17][C:11]([O:12][CH2:13][CH:14]([OH:16])[CH3:15])=[CH:10][CH:9]=1.[CH:21]([O:23][CH2:24][CH3:25])=[CH2:22].C1(C)C=CC(S([O-])(=O)=O)=CC=1.[NH+]1C=CC=CC=1. (5) Given the product [C:29]([O:28][S:20]([C:17]1[CH:18]=[CH:19][C:14]([CH3:24])=[CH:15][CH:16]=1)(=[O:22])=[O:21])(=[O:31])[CH3:30], predict the reactants needed to synthesize it. The reactants are: C1(O)(O)CCCC1.N1C=CC=CC=1.[C:14]1([CH3:24])[CH:19]=[CH:18][C:17]([S:20](Cl)(=[O:22])=[O:21])=[CH:16][CH:15]=1.C([O:28][C:29](=[O:31])[CH3:30])(=O)C. (6) Given the product [Br:1][C:2]1[CH:3]=[CH:4][C:5]([CH:8]([OH:12])[C:9]([O:11][CH3:13])=[O:10])=[CH:6][CH:7]=1, predict the reactants needed to synthesize it. The reactants are: [Br:1][C:2]1[CH:7]=[CH:6][C:5]([CH:8]([OH:12])[C:9]([OH:11])=[O:10])=[CH:4][CH:3]=1.[CH3:13]OC(OC)(C)C.